From a dataset of Catalyst prediction with 721,799 reactions and 888 catalyst types from USPTO. Predict which catalyst facilitates the given reaction. (1) Reactant: [F:1][C:2]([F:24])([F:23])[CH2:3][O:4][CH2:5][C:6]1[N:7]=[C:8]([C:13]2[CH:18]=[CH:17][C:16]([C:19]([F:22])([F:21])[F:20])=[CH:15][CH:14]=2)[O:9][C:10]=1[CH2:11]O.C(N(CC)CC)C.CS([Cl:36])(=O)=O. Product: [Cl:36][CH2:11][C:10]1[O:9][C:8]([C:13]2[CH:18]=[CH:17][C:16]([C:19]([F:22])([F:21])[F:20])=[CH:15][CH:14]=2)=[N:7][C:6]=1[CH2:5][O:4][CH2:3][C:2]([F:24])([F:23])[F:1]. The catalyst class is: 4. (2) Reactant: Cl[C:2]1[N:3]2[N:14]=[CH:13][C:12]([C:15]#[N:16])=[C:4]2[N:5]=[C:6]2[C:11]=1[CH2:10][CH2:9][CH2:8][CH2:7]2.[CH3:17][O:18][Na]. Product: [CH3:17][O:18][C:2]1[N:3]2[N:14]=[CH:13][C:12]([C:15]#[N:16])=[C:4]2[N:5]=[C:6]2[C:11]=1[CH2:10][CH2:9][CH2:8][CH2:7]2. The catalyst class is: 5. (3) Reactant: [C:1]([N:8]1[CH2:13][CH2:12][CH:11]([CH2:14][CH2:15][CH2:16][C:17]([N:19]([CH2:44][CH3:45])[CH2:20][C:21]([NH:23][C@H:24]([C:29]([NH:31][C@H:32]([C:40]([O:42]C)=[O:41])[CH2:33][CH:34]2[CH2:39][CH2:38][CH2:37][CH2:36][CH2:35]2)=[O:30])[CH2:25][C:26](=[O:28])[OH:27])=[O:22])=[O:18])[CH2:10][CH2:9]1)([O:3][C:4]([CH3:7])([CH3:6])[CH3:5])=[O:2].[OH-].[Na+].Cl. Product: [C:1]([N:8]1[CH2:9][CH2:10][CH:11]([CH2:14][CH2:15][CH2:16][C:17]([N:19]([CH2:44][CH3:45])[CH2:20][C:21]([NH:23][C@H:24]([C:29]([NH:31][C@H:32]([C:40]([OH:42])=[O:41])[CH2:33][CH:34]2[CH2:39][CH2:38][CH2:37][CH2:36][CH2:35]2)=[O:30])[CH2:25][C:26](=[O:27])[OH:28])=[O:22])=[O:18])[CH2:12][CH2:13]1)([O:3][C:4]([CH3:6])([CH3:5])[CH3:7])=[O:2]. The catalyst class is: 24. (4) Reactant: Br[C:2]1[NH:3][C:4]2[C:9]([C:10]=1[CH:11]1[CH2:16][CH2:15][CH2:14][CH2:13][CH2:12]1)=[CH:8][CH:7]=[C:6]([C:17]([O:19][CH3:20])=[O:18])[CH:5]=2.[OH:21][C:22]1[CH:27]=[CH:26][CH:25]=[CH:24][C:23]=1B(O)O.[Cl-].[Li+].C(=O)([O-])[O-].[Na+].[Na+]. Product: [CH:11]1([C:10]2[C:9]3[C:4](=[CH:5][C:6]([C:17]([O:19][CH3:20])=[O:18])=[CH:7][CH:8]=3)[NH:3][C:2]=2[C:23]2[CH:24]=[CH:25][CH:26]=[CH:27][C:22]=2[OH:21])[CH2:16][CH2:15][CH2:14][CH2:13][CH2:12]1. The catalyst class is: 108. (5) Reactant: [P:1]([O:13][CH2:14][CH2:15][CH2:16][C@H:17]([N:27]([CH3:40])[C:28]([NH:30][CH2:31][C:32]1[CH:37]=[CH:36][CH:35]=[C:34]([F:38])[C:33]=1[F:39])=[O:29])[CH2:18][O:19][Si](C(C)(C)C)(C)C)([O:8][C:9]([CH3:12])([CH3:11])[CH3:10])([O:3][C:4]([CH3:7])([CH3:6])[CH3:5])=[O:2].CCCC[N+](CCCC)(CCCC)CCCC.[F-]. Product: [P:1]([O:13][CH2:14][CH2:15][CH2:16][C@H:17]([N:27]([CH3:40])[C:28]([NH:30][CH2:31][C:32]1[CH:37]=[CH:36][CH:35]=[C:34]([F:38])[C:33]=1[F:39])=[O:29])[CH2:18][OH:19])([O:8][C:9]([CH3:10])([CH3:11])[CH3:12])([O:3][C:4]([CH3:7])([CH3:6])[CH3:5])=[O:2]. The catalyst class is: 1. (6) Reactant: Br[C:2]1[CH:3]=[N:4][CH:5]=[C:6]([Br:9])[C:7]=1[CH3:8].C[C:11]1[CH:19]=[C:18]2[C:14]([CH2:15][NH:16][C:17]2=[O:20])=[CH:13][CH:12]=1.[C:21](=O)([O-])[O-].[K+].[K+].CNCCNC. Product: [Br:9][C:6]1[C:7]([CH3:8])=[C:2]([N:16]2[CH2:15][C:14]3[C:18](=[CH:19][CH:11]=[C:12]([CH3:21])[CH:13]=3)[C:17]2=[O:20])[CH:3]=[N:4][CH:5]=1. The catalyst class is: 185. (7) Reactant: FC(F)(F)S(O[C:7]1[C:8]([Br:18])=[C:9]2[C:14](=[CH:15][C:16]=1[CH3:17])[N:13]=[CH:12][CH:11]=[CH:10]2)(=O)=O.[CH2:21]([Sn](CCCC)(CCCC)C=C)[CH2:22]CC.[Cl-].[Li+]. Product: [Br:18][C:8]1[C:7]([CH:21]=[CH2:22])=[C:16]([CH3:17])[CH:15]=[C:14]2[C:9]=1[CH:10]=[CH:11][CH:12]=[N:13]2. The catalyst class is: 233. (8) Reactant: Cl.[CH3:2][NH:3][CH3:4].[CH2:5]([Si:7]([CH2:22][CH3:23])([CH2:20][CH3:21])[C:8]#[C:9][CH2:10][O:11][CH2:12][CH:13]1[CH2:18][CH2:17][C:16](=O)[CH2:15][CH2:14]1)[CH3:6].[C-:24]#[N:25].[K+]. Product: [CH3:2][N:3]([CH3:4])[C:16]1([C:24]#[N:25])[CH2:17][CH2:18][CH:13]([CH2:12][O:11][CH2:10][C:9]#[C:8][Si:7]([CH2:22][CH3:23])([CH2:20][CH3:21])[CH2:5][CH3:6])[CH2:14][CH2:15]1. The catalyst class is: 72. (9) Reactant: [CH3:1][O:2][C:3]1[N:8]=[C:7]2[CH:9]=[CH:10][N:11]([CH3:12])[C:6]2=[CH:5][C:4]=1B(O)O.C(=O)([O-])[O-].[Na+].[Na+].[Cl-].[Li+].FC(F)(F)S(O[C:30]1[CH2:35][CH2:34][N:33]([C:36]([O:38][C:39]([CH3:42])([CH3:41])[CH3:40])=[O:37])[CH2:32][CH:31]=1)(=O)=O. Product: [CH3:1][O:2][C:3]1[N:8]=[C:7]2[CH:9]=[CH:10][N:11]([CH3:12])[C:6]2=[CH:5][C:4]=1[C:30]1[CH2:35][CH2:34][N:33]([C:36]([O:38][C:39]([CH3:42])([CH3:41])[CH3:40])=[O:37])[CH2:32][CH:31]=1. The catalyst class is: 127. (10) Reactant: [Cl:1][C:2]1[CH:3]=[C:4]([C:9]2([C:17]([F:20])([F:19])[F:18])[O:13][N:12]=[C:11]([CH:14]=[N:15][OH:16])[CH2:10]2)[CH:5]=[C:6]([Cl:8])[CH:7]=1.ClN1[C:26](=[O:27])[CH2:25][CH2:24]C1=O. Product: [C:9]([O:13][C:26]([C:25]1[O:16][N:15]=[C:14]([C:11]2[CH2:10][C:9]([C:4]3[CH:5]=[C:6]([Cl:8])[CH:7]=[C:2]([Cl:1])[CH:3]=3)([C:17]([F:18])([F:20])[F:19])[O:13][N:12]=2)[CH:24]=1)=[O:27])([CH3:17])([CH3:10])[CH3:4]. The catalyst class is: 9.